This data is from Reaction yield outcomes from USPTO patents with 853,638 reactions. The task is: Predict the reaction yield, written as a fraction of the theoretical maximum amount of product (1.0 means a 100% yield; for example, 0.34 means a 34% yield). (1) The reactants are C(O[C:6]([N:8]1[CH2:13][CH2:12][CH:11]([NH:14][C:15]2[S:16][C:17]3[CH:23]=[CH:22][CH:21]=[CH:20][C:18]=3[N:19]=2)[CH2:10][CH2:9]1)=O)(C)(C)C.FC(F)(F)C(O)=O.[O:31]1C[CH:32]1[CH2:34][N:35]1[C:43]2[CH2:42][CH2:41][N:40]([C:44](=[O:46])[CH3:45])[CH2:39][C:38]=2[C:37]([C:47]2[CH:52]=[CH:51][C:50]([C:53]([F:56])([F:55])[F:54])=[CH:49][CH:48]=2)=[N:36]1. The catalyst is ClCCl. The product is [S:16]1[C:17]2[CH:23]=[CH:22][CH:21]=[CH:20][C:18]=2[N:19]=[C:15]1[NH:14][CH:11]1[CH2:10][CH2:9][N:8]([CH2:6][CH:32]([OH:31])[CH2:34][N:35]2[C:43]3[CH2:42][CH2:41][N:40]([C:44](=[O:46])[CH3:45])[CH2:39][C:38]=3[C:37]([C:47]3[CH:52]=[CH:51][C:50]([C:53]([F:56])([F:55])[F:54])=[CH:49][CH:48]=3)=[N:36]2)[CH2:13][CH2:12]1. The yield is 0.660. (2) The reactants are C(N(CC)CC)C.[CH2:8]([OH:15])[C:9]1[CH:14]=[CH:13][CH:12]=[CH:11][CH:10]=1.Br[C:17]1[CH:26]=[CH:25][C:20]([C:21]([O:23][CH3:24])=[O:22])=[C:19]([F:27])[CH:18]=1.CN(C)[CH:30]=[O:31]. The catalyst is C([O-])(=O)C.C([O-])(=O)C.[Pd+2]. The product is [CH2:8]([O:15][C:30]([C:17]1[CH:26]=[CH:25][C:20]([C:21]([O:23][CH3:24])=[O:22])=[C:19]([F:27])[CH:18]=1)=[O:31])[C:9]1[CH:14]=[CH:13][CH:12]=[CH:11][CH:10]=1. The yield is 0.610. (3) The reactants are [Br:1][C:2]1[CH:3]=[N:4][CH:5]=[C:6]([CH:10]=1)[C:7](Cl)=[O:8].Br[C:12]1[CH:18]=[CH:17][CH:16]=[CH:15][C:13]=1[NH2:14].C([O-])([O-])=O.[Cs+].[Cs+].N1C2C(=CC=C3C=2N=CC=C3)C=CC=1. The catalyst is [Cu]I.O1CCOCC1. The product is [Br:1][C:2]1[CH:10]=[C:6]([C:7]2[O:8][C:12]3[CH:18]=[CH:17][CH:16]=[CH:15][C:13]=3[N:14]=2)[CH:5]=[N:4][CH:3]=1. The yield is 0.460. (4) The product is [F:1][C:2]1[CH:7]=[CH:6][C:5]([C:8]2[N:9]=[C:10]3[CH:15]=[CH:14][CH:13]=[N:12][N:11]3[C:16]=2[C:17]2[CH:22]=[CH:21][N:20]=[C:19]([NH:23][C:24]([NH:33][CH2:34][CH2:35][OH:36])=[O:31])[CH:18]=2)=[CH:4][C:3]=1[CH3:32]. The catalyst is CS(C)=O. The yield is 0.670. The reactants are [F:1][C:2]1[CH:7]=[CH:6][C:5]([C:8]2[N:9]=[C:10]3[CH:15]=[CH:14][CH:13]=[N:12][N:11]3[C:16]=2[C:17]2[CH:22]=[CH:21][N:20]=[C:19]([NH:23][C:24](=[O:31])OCC(Cl)(Cl)Cl)[CH:18]=2)=[CH:4][C:3]=1[CH3:32].[NH2:33][CH2:34][CH2:35][OH:36].C(N(C(C)C)C(C)C)C.C(=O)([O-])O.[Na+]. (5) The reactants are [C:1]([NH:4][C:5]1[CH:53]=[CH:52][N:8]([C@@H:9]2[O:51][C@H:27]([CH2:28][O:29][C:30]([C:45]3[CH:50]=[CH:49][CH:48]=[CH:47][CH:46]=3)([C:39]3[CH:44]=[CH:43][CH:42]=[CH:41][CH:40]=3)[C:31]3[CH:36]=[CH:35][C:34]([O:37][CH3:38])=[CH:33][CH:32]=3)[C@@H:25]([OH:26])[C@H:10]2[O:11][CH2:12][C:13](=[O:24])[NH:14][CH2:15][CH2:16][NH:17][C:18](=[O:23])[C:19]([F:22])([F:21])[F:20])[C:7](=[O:54])[N:6]=1)(=[O:3])[CH3:2].CCN(C(C)C)C(C)C.[CH:64]([N:67]([CH:75]([CH3:77])[CH3:76])[P:68](Cl)[O:69][CH2:70][CH2:71][C:72]#[N:73])([CH3:66])[CH3:65].C[OH:79]. No catalyst specified. The product is [C:1]([NH:4][C:5]1[CH:53]=[CH:52][N:8]([C@@H:9]2[O:51][C@H:27]([CH2:28][O:29][C:30]([C:45]3[CH:50]=[CH:49][CH:48]=[CH:47][CH:46]=3)([C:39]3[CH:44]=[CH:43][CH:42]=[CH:41][CH:40]=3)[C:31]3[CH:36]=[CH:35][C:34]([O:37][CH3:38])=[CH:33][CH:32]=3)[C@@H:25]([O:26][P:68]([N:67]([CH:75]([CH3:77])[CH3:76])[CH:64]([CH3:66])[CH3:65])([O:69][CH2:70][CH2:71][C:72]#[N:73])=[O:79])[C@H:10]2[O:11][CH2:12][C:13](=[O:24])[NH:14][CH2:15][CH2:16][NH:17][C:18](=[O:23])[C:19]([F:22])([F:21])[F:20])[C:7](=[O:54])[N:6]=1)(=[O:3])[CH3:2]. The yield is 0.920. (6) The reactants are [CH2:1]([NH:4][C:5]1[N:10]=[C:9]([NH:11][CH2:12][CH2:13][CH3:14])[N:8]=[C:7]([N:15]([CH3:18])[O:16][CH3:17])[N:6]=1)[CH2:2][CH3:3].[CH2:19](N(C(C)C)C(C)C)[CH3:20].Cl.O1CCCCN1.C([O-])(O)=O.[Na+]. The catalyst is O1CCCC1. The product is [O:16]1[CH2:17][CH2:20][CH2:19][CH2:18][N:15]1[C:7]1[N:6]=[C:5]([NH:4][CH2:1][CH2:2][CH3:3])[N:10]=[C:9]([NH:11][CH2:12][CH2:13][CH3:14])[N:8]=1. The yield is 0.890. (7) The yield is 0.650. The catalyst is C([O-])(=O)C.[Pd+2].C([O-])(=O)C. The product is [CH3:47][N:48]([CH3:49])[C:50]([C:11]1[CH:10]=[C:9]([O:8][CH2:1][C:2]2[CH:7]=[CH:6][CH:5]=[CH:4][CH:3]=2)[C:17]2[N:16]=[C:15]([CH3:18])[N:14]([CH2:19][O:20][CH2:21][CH2:22][Si:23]([CH3:26])([CH3:25])[CH3:24])[C:13]=2[CH:12]=1)=[O:52]. The reactants are [CH2:1]([O:8][C:9]1[C:17]2[N:16]=[C:15]([CH3:18])[N:14]([CH2:19][O:20][CH2:21][CH2:22][Si:23]([CH3:26])([CH3:25])[CH3:24])[C:13]=2[CH:12]=[C:11](Br)[CH:10]=1)[C:2]1[CH:7]=[CH:6][CH:5]=[CH:4][CH:3]=1.C1(P(C2C=CC=CC=2)C2C=CC=CC=2)C=CC=CC=1.[CH3:47][NH:48][CH3:49].[C:50](=[O:52])=O.